From a dataset of Catalyst prediction with 721,799 reactions and 888 catalyst types from USPTO. Predict which catalyst facilitates the given reaction. (1) The catalyst class is: 5. Product: [Cl:1][C:2]1[O:3][C:4]2[CH:10]=[CH:9][C:8](/[C:11](/[CH2:31][CH3:32])=[C:12](\[C:21]3[CH:26]=[CH:25][C:24]([O:27][CH2:28][CH2:29][NH:34][CH3:33])=[CH:23][CH:22]=3)/[C:13]3[CH:18]=[CH:17][C:16]([O:19][CH3:20])=[CH:15][CH:14]=3)=[CH:7][C:5]=2[CH:6]=1. Reactant: [Cl:1][C:2]1[O:3][C:4]2[CH:10]=[CH:9][C:8]([C:11]([CH2:31][CH3:32])=[C:12]([C:21]3[CH:26]=[CH:25][C:24]([O:27][CH2:28][CH2:29]Cl)=[CH:23][CH:22]=3)[C:13]3[CH:18]=[CH:17][C:16]([O:19][CH3:20])=[CH:15][CH:14]=3)=[CH:7][C:5]=2[CH:6]=1.[CH3:33][NH2:34]. (2) Reactant: [CH2:1]([C:4]1[N:5]=[N:6][N:7]([CH2:9][C:10]([N:12]2[CH2:17][CH2:16][O:15][CH:14]([C:18]([OH:20])=O)[CH2:13]2)=[O:11])[CH:8]=1)[CH2:2][CH3:3].[Li].[NH2:22][C@@H:23]([CH2:41][C:42]1[CH:47]=[CH:46][CH:45]=[CH:44][CH:43]=1)[C@H:24]([OH:40])[CH2:25][NH:26][C@@H:27]1[C:36]2[C:31](=[CH:32][CH:33]=[C:34]([Br:37])[CH:35]=2)[O:30][C:29]([CH3:39])([CH3:38])[CH2:28]1.[CH3:48]N(C(ON1N=NC2C=CC=NC1=2)=[N+](C)C)C.F[P-](F)(F)(F)(F)F. Product: [Br:37][C:34]1[CH:35]=[C:36]2[C:31](=[CH:32][CH:33]=1)[O:30][C:29]1([CH2:39][CH2:48][CH2:38]1)[CH2:28][C@@H:27]2[NH:26][CH2:25][C@@H:24]([OH:40])[C@@H:23]([NH:22][C:18]([C@@H:14]1[O:15][CH2:16][CH2:17][N:12]([C:10](=[O:11])[CH2:9][N:7]2[CH:8]=[C:4]([CH2:1][CH2:2][CH3:3])[N:5]=[N:6]2)[CH2:13]1)=[O:20])[CH2:41][C:42]1[CH:47]=[CH:46][CH:45]=[CH:44][CH:43]=1. The catalyst class is: 3. (3) Reactant: [CH2:1]([NH:5][CH2:6][CH2:7][CH2:8][CH3:9])[CH2:2][CH2:3][CH3:4].C[Al](C)C.C(O[C:17]([C:19]1[C:23]([Cl:24])=[C:22]([CH3:25])[NH:21][N:20]=1)=[O:18])C.[C@H](O)(C([O-])=O)[C@@H](O)C([O-])=O.[Na+].[K+]. Product: [CH2:1]([N:5]([CH2:6][CH2:7][CH2:8][CH3:9])[C:17]([C:19]1[C:23]([Cl:24])=[C:22]([CH3:25])[NH:21][N:20]=1)=[O:18])[CH2:2][CH2:3][CH3:4]. The catalyst class is: 4. (4) Reactant: Cl[CH2:2][CH2:3][CH2:4][S:5]([O:8][CH2:9][C:10]([CH3:35])([CH3:34])[CH:11]([O:26][CH2:27][C:28]1[CH:33]=[CH:32][CH:31]=[CH:30][CH:29]=1)[C:12]([O:14][CH2:15][CH2:16][O:17][C:18](=[O:25])[C:19]1[CH:24]=[CH:23][CH:22]=[CH:21][CH:20]=1)=[O:13])(=[O:7])=[O:6].[N-:36]=[N+:37]=[N-:38].[Na+]. Product: [N:36]([CH2:2][CH2:3][CH2:4][S:5]([O:8][CH2:9][C:10]([CH3:35])([CH3:34])[CH:11]([O:26][CH2:27][C:28]1[CH:33]=[CH:32][CH:31]=[CH:30][CH:29]=1)[C:12]([O:14][CH2:15][CH2:16][O:17][C:18](=[O:25])[C:19]1[CH:24]=[CH:23][CH:22]=[CH:21][CH:20]=1)=[O:13])(=[O:7])=[O:6])=[N+:37]=[N-:38]. The catalyst class is: 16. (5) Reactant: [NH2:1][C:2]1[CH:3]=[CH:4][C:5]([N:8]2[CH:12]=[C:11]([CH2:13][CH2:14][CH2:15][O:16][C:17]3[C:22]([O:23][CH3:24])=[CH:21][CH:20]=[CH:19][C:18]=3[CH2:25][C:26]([O:28]C)=[O:27])[C:10]([CH:30]([CH3:32])[CH3:31])=[N:9]2)=[N:6][CH:7]=1.N1C=CC=CC=1.C(#N)C.[CH3:42][S:43](Cl)(=[O:45])=[O:44]. Product: [CH3:24][O:23][C:22]1[C:17]([O:16][CH2:15][CH2:14][CH2:13][C:11]2[C:10]([CH:30]([CH3:32])[CH3:31])=[N:9][N:8]([C:5]3[CH:4]=[CH:3][C:2]([NH:1][S:43]([CH3:42])(=[O:45])=[O:44])=[CH:7][N:6]=3)[CH:12]=2)=[C:18]([CH2:25][C:26]([OH:28])=[O:27])[CH:19]=[CH:20][CH:21]=1. The catalyst class is: 6. (6) Reactant: [F:1][C:2]([F:21])([F:20])[C:3]1[N:8]=[CH:7][C:6]([C:9]2[N:14]=[C:13](N)[C:12]([C:16]([F:19])([F:18])[F:17])=[CH:11][N:10]=2)=[CH:5][N:4]=1.N(OC(C)(C)C)=O.[Cl-:29].[Na+].O. Product: [Cl:29][C:13]1[C:12]([C:16]([F:19])([F:18])[F:17])=[CH:11][N:10]=[C:9]([C:6]2[CH:5]=[N:4][C:3]([C:2]([F:21])([F:20])[F:1])=[N:8][CH:7]=2)[N:14]=1. The catalyst class is: 23.